Dataset: Reaction yield outcomes from USPTO patents with 853,638 reactions. Task: Predict the reaction yield, written as a fraction of the theoretical maximum amount of product (1.0 means a 100% yield; for example, 0.34 means a 34% yield). (1) The reactants are [OH-].[Na+].C[O:4][C:5](=[O:16])[C:6]1[CH:11]=[CH:10][C:9](CN)=[C:8]([O:14][CH3:15])[CH:7]=1.Cl.CCN(CC)CC.C1C2C(COC(ON3C(=O)CCC3=O)=O)C3C(=CC=CC=3)C=2C=CC=1. The catalyst is CO.CC#N. The product is [CH3:15][O:14][C:8]1[CH:7]=[C:6]([CH:11]=[CH:10][CH:9]=1)[C:5]([OH:16])=[O:4]. The yield is 0.200. (2) The reactants are [N:1]1([C:7]([CH3:12])=[CH:8][C:9](=O)[CH3:10])[CH2:6][CH2:5][O:4][CH2:3][CH2:2]1.[F:13][C:14]([F:24])([F:23])[C:15](=O)[CH2:16][C:17]([O:19][CH2:20][CH3:21])=[O:18]. The catalyst is C(O)(=O)C. The product is [CH2:20]([O:19][C:17](=[O:18])[C:16]1[C:15]([C:14]([F:24])([F:23])[F:13])=[CH:12][C:7]([N:1]2[CH2:2][CH2:3][O:4][CH2:5][CH2:6]2)=[CH:8][C:9]=1[CH3:10])[CH3:21]. The yield is 0.330. (3) The reactants are Cl[C:2]1[N:7]=[C:6]([CH2:8][CH2:9][C:10]2[CH:15]=[CH:14][CH:13]=[CH:12][C:11]=2[C:16]2([C:19]([NH2:21])=[O:20])[CH2:18][CH2:17]2)[C:5]([Cl:22])=[CH:4][N:3]=1.[NH2:23][C:24]1[C:25]([CH3:36])=[N:26][N:27](C(OC(C)(C)C)=O)[CH:28]=1.NC1C=NN(C(OC(C)(C)C)=O)C=1C.O.C1(C)C=CC(S(O)(=O)=O)=CC=1. The catalyst is O1CCOCC1. The product is [Cl:22][C:5]1[C:6]([CH2:8][CH2:9][C:10]2[CH:15]=[CH:14][CH:13]=[CH:12][C:11]=2[C:16]2([C:19]([NH2:21])=[O:20])[CH2:18][CH2:17]2)=[N:7][C:2]([NH:23][C:24]2[C:25]([CH3:36])=[N:26][NH:27][CH:28]=2)=[N:3][CH:4]=1. The yield is 0.250.